Task: Predict which catalyst facilitates the given reaction.. Dataset: Catalyst prediction with 721,799 reactions and 888 catalyst types from USPTO (1) Reactant: [NH2:1][N:2]1[C:11]2[C:6](=[CH:7][CH:8]=[CH:9][CH:10]=2)[C:5]([OH:12])=[C:4]([C:13]([NH:15][C:16]2[CH:21]=[CH:20][C:19]([O:22][CH2:23][C:24]3[CH:29]=[CH:28][CH:27]=[CH:26][CH:25]=3)=[CH:18][C:17]=2[S:30]([NH2:33])(=[O:32])=[O:31])=O)[C:3]1=[O:34].Cl. Product: [NH2:1][N:2]1[C:11]2[C:6](=[CH:7][CH:8]=[CH:9][CH:10]=2)[C:5]([OH:12])=[C:4]([C:13]2[NH:15][C:16]3[CH:21]=[CH:20][C:19]([O:22][CH2:23][C:24]4[CH:29]=[CH:28][CH:27]=[CH:26][CH:25]=4)=[CH:18][C:17]=3[S:30](=[O:32])(=[O:31])[N:33]=2)[C:3]1=[O:34]. The catalyst class is: 500. (2) Reactant: [CH2:1]([O:8][C:9]1[CH:14]=[C:13]([O:15][CH2:16][C:17]2[CH:22]=[CH:21][CH:20]=[CH:19][CH:18]=2)[C:12]([C:23]2[CH:28]=[C:27]([CH:29]([CH3:31])[CH3:30])[CH:26]=[CH:25][C:24]=2[O:32][CH3:33])=[CH:11][C:10]=1[C:34](O)=[O:35])[C:2]1[CH:7]=[CH:6][CH:5]=[CH:4][CH:3]=1.C(N(C(C)C)CC)(C)C.CN(C(ON1N=NC2C=CC=CC1=2)=[N+](C)C)C.F[P-](F)(F)(F)(F)F.[NH2:70][CH:71]1[CH2:76][CH2:75][N:74]([C:77]([O:79][C:80]([CH3:83])([CH3:82])[CH3:81])=[O:78])[CH2:73][CH2:72]1. Product: [C:80]([O:79][C:77]([N:74]1[CH2:73][CH2:72][CH:71]([NH:70][C:34]([C:10]2[CH:11]=[C:12]([C:23]3[CH:28]=[C:27]([CH:29]([CH3:31])[CH3:30])[CH:26]=[CH:25][C:24]=3[O:32][CH3:33])[C:13]([O:15][CH2:16][C:17]3[CH:22]=[CH:21][CH:20]=[CH:19][CH:18]=3)=[CH:14][C:9]=2[O:8][CH2:1][C:2]2[CH:3]=[CH:4][CH:5]=[CH:6][CH:7]=2)=[O:35])[CH2:76][CH2:75]1)=[O:78])([CH3:83])([CH3:82])[CH3:81]. The catalyst class is: 39. (3) Reactant: [CH2:1]([O:3][C:4]1[CH:5]=[C:6]([CH2:15][C:16](O)=[O:17])[CH:7]=[CH:8][C:9]=1[C:10]([O:12][CH2:13][CH3:14])=[O:11])[CH3:2].C1N=CN(C(N2C=NC=C2)=O)C=1.[BH4-].[Na+].O. Product: [CH2:1]([O:3][C:4]1[CH:5]=[C:6]([CH2:15][CH2:16][OH:17])[CH:7]=[CH:8][C:9]=1[C:10]([O:12][CH2:13][CH3:14])=[O:11])[CH3:2]. The catalyst class is: 56. (4) Reactant: [NH:1]1[CH2:6][CH2:5][CH:4]([C:7]([O:9][CH2:10][CH3:11])=[O:8])[CH2:3][CH2:2]1.C(N(C(C)C)C(C)C)C.[C:21]([C:24]1[N:29]=[C:28]([C:30]2[CH:35]=[CH:34][C:33]([C:36]3[CH:41]=[CH:40][C:39]([CH2:42][C:43](O)=[O:44])=[CH:38][C:37]=3[Cl:46])=[CH:32][CH:31]=2)[C:27]([CH3:47])=[N:26][C:25]=1[CH3:48])(=[O:23])[NH2:22].Cl.CN(C)CCCN=C=NCC.N1(O)C2C=CC=CC=2N=N1. Product: [C:21]([C:24]1[N:29]=[C:28]([C:30]2[CH:35]=[CH:34][C:33]([C:36]3[CH:41]=[CH:40][C:39]([CH2:42][C:43]([N:1]4[CH2:6][CH2:5][CH:4]([C:7]([O:9][CH2:10][CH3:11])=[O:8])[CH2:3][CH2:2]4)=[O:44])=[CH:38][C:37]=3[Cl:46])=[CH:32][CH:31]=2)[C:27]([CH3:47])=[N:26][C:25]=1[CH3:48])(=[O:23])[NH2:22]. The catalyst class is: 3. (5) Reactant: [Cl:1][C:2]1(C(O)=O)[CH:7]=[CH:6][C:5]([Cl:8])=[N:4][NH:3]1.[CH3:12][N:13]([CH:15]=[O:16])C.C(Cl)(=O)C(Cl)=O.[CH3:23][O:24][C:25]1[CH:26]=[C:27]([CH:30]=[CH:31][C:32]=1[O:33][CH3:34])CN. Product: [Cl:8][C:5]1[N:4]=[N:3][C:2]([Cl:1])=[CH:7][C:6]=1[C:15]([NH:13][CH2:12][C:30]1[CH:27]=[CH:26][C:25]([O:24][CH3:23])=[C:32]([O:33][CH3:34])[CH:31]=1)=[O:16]. The catalyst class is: 154. (6) Reactant: [OH:1][C:2]1[CH:10]=[CH:9][CH:8]=[C:4]([C:5]([OH:7])=[O:6])[C:3]=1[NH2:11].N1C=CC=CC=1.[N+:18]([C:21]1[CH:22]=[C:23]([CH:27]=[CH:28][CH:29]=1)[C:24](Cl)=[O:25])([O-:20])=[O:19]. Product: [OH:1][C:2]1[C:3]([NH:11][C:24]([C:23]2[CH:27]=[CH:28][CH:29]=[C:21]([N+:18]([O-:20])=[O:19])[CH:22]=2)=[O:25])=[C:4]([CH:8]=[CH:9][CH:10]=1)[C:5]([OH:7])=[O:6]. The catalyst class is: 11. (7) The catalyst class is: 7. Product: [C:33]([NH:1][C@@H:2]1[CH2:11][C:10]2[N:9]=[CH:8][C:7]([NH:12][C:13](=[O:22])[C:14]3[C:19]([Cl:20])=[CH:18][CH:17]=[CH:16][C:15]=3[Cl:21])=[CH:6][C:5]=2[N:4]([S:23]([C:26]2[CH:27]=[C:28]([CH3:32])[CH:29]=[CH:30][CH:31]=2)(=[O:24])=[O:25])[CH2:3]1)(=[O:35])[CH3:34]. Reactant: [NH2:1][C@@H:2]1[CH2:11][C:10]2[N:9]=[CH:8][C:7]([NH:12][C:13](=[O:22])[C:14]3[C:19]([Cl:20])=[CH:18][CH:17]=[CH:16][C:15]=3[Cl:21])=[CH:6][C:5]=2[N:4]([S:23]([C:26]2[CH:27]=[C:28]([CH3:32])[CH:29]=[CH:30][CH:31]=2)(=[O:25])=[O:24])[CH2:3]1.[C:33](OC(=O)C)(=[O:35])[CH3:34]. (8) The catalyst class is: 437. Reactant: [Cl:1][C:2]1[CH:3]=[C:4]2[C:8](=[CH:9][CH:10]=1)[NH:7][CH:6]=[C:5]2[CH2:11][CH2:12][NH:13][C:14](=[O:23])[C:15]1[CH:20]=[CH:19][CH:18]=[C:17]([CH2:21]Cl)[CH:16]=1.[C:24]([C:26]1[CH:31]=[CH:30][C:29](B(O)O)=[CH:28][CH:27]=1)#[N:25].C(=O)([O-])[O-].[Na+].[Na+].[I-].[Na+]. Product: [Cl:1][C:2]1[CH:3]=[C:4]2[C:8](=[CH:9][CH:10]=1)[NH:7][CH:6]=[C:5]2[CH2:11][CH2:12][NH:13][C:14](=[O:23])[C:15]1[CH:20]=[CH:19][CH:18]=[C:17]([CH2:21][C:29]2[CH:30]=[CH:31][C:26]([C:24]#[N:25])=[CH:27][CH:28]=2)[CH:16]=1. (9) Reactant: C([O:3][C:4](=O)[CH:5]=[C:6]1[CH2:11][CH2:10][N:9]([C:12]([O:14][C:15]([CH3:18])([CH3:17])[CH3:16])=[O:13])[CH2:8][CH2:7]1)C.[H-].C([Al+]CC(C)C)C(C)C.[NH4+].[Cl-].O. Product: [OH:3][CH2:4][CH:5]=[C:6]1[CH2:7][CH2:8][N:9]([C:12]([O:14][C:15]([CH3:18])([CH3:17])[CH3:16])=[O:13])[CH2:10][CH2:11]1. The catalyst class is: 11. (10) Reactant: Cl[C:2]1[N:3]=[N:4][C:5](Cl)=[CH:6][CH:7]=1.[Na+].[F:10][C:11]([F:22])([F:21])[C:12]1[CH:13]=[C:14]([S:18]([O-:20])=[O:19])[CH:15]=[CH:16][CH:17]=1.C([OH:26])(C)C. Product: [F:22][C:11]([F:10])([F:21])[C:12]1[CH:13]=[C:14]([S:18]([C:2]2[CH:7]=[CH:6][C:5](=[O:26])[NH:4][N:3]=2)(=[O:20])=[O:19])[CH:15]=[CH:16][CH:17]=1. The catalyst class is: 6.